From a dataset of Forward reaction prediction with 1.9M reactions from USPTO patents (1976-2016). Predict the product of the given reaction. (1) Given the reactants [CH2:1]1[CH2:14][O:13][C:8]23[O:9][CH2:10][CH2:11][O:12][C:3]2([C@:4]2([CH2:27][CH2:26][C@H:25]4[C@@H:15]([C:16](=C(F)F)[CH2:17][CH:18]5[C@:23]4([CH3:24])[CH2:22][CH2:21][CH2:20][CH2:19]5)[C@@H:6]2[CH2:7]3)[CH3:5])[O:2]1.C1CCCCC1.C(Cl)Cl.CC(C)=[O:42], predict the reaction product. The product is: [CH2:1]1[CH2:14][O:13][C:8]23[O:9][CH2:10][CH2:11][O:12][C:3]2([C@:4]2([CH2:27][CH2:26][C@H:25]4[C@@H:15]([C:16](=[O:42])[CH2:17][CH:18]5[C@:23]4([CH3:24])[CH2:22][CH2:21][CH2:20][CH2:19]5)[C@@H:6]2[CH2:7]3)[CH3:5])[O:2]1. (2) Given the reactants [NH2:1][C:2]1[CH:3]=[C:4]([C:8]2[CH:15]=[CH:14][C:11]([C:12]#[N:13])=[C:10]([Cl:16])[CH:9]=2)[CH:5]=[N:6][CH:7]=1.[F:17][C:18]1[CH:23]=[CH:22][C:21]([S:24](Cl)(=[O:26])=[O:25])=[CH:20][CH:19]=1, predict the reaction product. The product is: [Cl:16][C:10]1[CH:9]=[C:8]([C:4]2[CH:3]=[C:2]([NH:1][S:24]([C:21]3[CH:22]=[CH:23][C:18]([F:17])=[CH:19][CH:20]=3)(=[O:26])=[O:25])[CH:7]=[N:6][CH:5]=2)[CH:15]=[CH:14][C:11]=1[C:12]#[N:13]. (3) Given the reactants [OH:1][CH2:2][CH2:3][N:4]1[CH2:9][CH2:8][O:7][CH2:6][CH:5]1[CH2:10][CH2:11][CH2:12][CH:13]([CH2:17][CH2:18][CH3:19])[CH2:14][CH2:15][CH3:16].[ClH:20], predict the reaction product. The product is: [ClH:20].[OH:1][CH2:2][CH2:3][N:4]1[CH2:9][CH2:8][O:7][CH2:6][CH:5]1[CH2:10][CH2:11][CH2:12][CH:13]([CH2:14][CH2:15][CH3:16])[CH2:17][CH2:18][CH3:19].